The task is: Predict the reaction yield, written as a fraction of the theoretical maximum amount of product (1.0 means a 100% yield; for example, 0.34 means a 34% yield).. This data is from Reaction yield outcomes from USPTO patents with 853,638 reactions. The reactants are [CH3:1][NH:2][NH2:3].Br[C:5]([CH3:12])([CH3:11])[C:6]([O:8][CH2:9][CH3:10])=[O:7].C(N(CC)C(C)C)(C)C.[F:22][C:23]1[C:30]([F:31])=[CH:29][CH:28]=[CH:27][C:24]=1[CH:25]=O. The catalyst is O1CCCC1.CO. The product is [F:22][C:23]1[C:30]([F:31])=[CH:29][CH:28]=[CH:27][C:24]=1[CH:25]=[N:3][N:2]([C:5]([CH3:12])([CH3:11])[C:6]([O:8][CH2:9][CH3:10])=[O:7])[CH3:1]. The yield is 0.560.